From a dataset of Peptide-MHC class I binding affinity with 185,985 pairs from IEDB/IMGT. Regression. Given a peptide amino acid sequence and an MHC pseudo amino acid sequence, predict their binding affinity value. This is MHC class I binding data. The MHC is HLA-A26:01 with pseudo-sequence HLA-A26:01. The binding affinity (normalized) is 0.0847. The peptide sequence is IRSAEVVSR.